The task is: Regression. Given a peptide amino acid sequence and an MHC pseudo amino acid sequence, predict their binding affinity value. This is MHC class I binding data.. This data is from Peptide-MHC class I binding affinity with 185,985 pairs from IEDB/IMGT. The peptide sequence is PLLPIFFCL. The MHC is HLA-A02:03 with pseudo-sequence HLA-A02:03. The binding affinity (normalized) is 0.403.